This data is from Forward reaction prediction with 1.9M reactions from USPTO patents (1976-2016). The task is: Predict the product of the given reaction. (1) Given the reactants [N:1]1[CH:6]=[CH:5][CH:4]=[N:3][C:2]=1[N:7]1[CH2:12][CH2:11][CH:10]([OH:13])[CH2:9][CH2:8]1.C(N(CC)CC)C.[CH3:21][S:22](Cl)(=[O:24])=[O:23].O, predict the reaction product. The product is: [N:1]1[CH:6]=[CH:5][CH:4]=[N:3][C:2]=1[N:7]1[CH2:8][CH2:9][CH:10]([O:13][S:22]([CH3:21])(=[O:24])=[O:23])[CH2:11][CH2:12]1. (2) Given the reactants [ClH:1].[N:2]1([CH:15]2[CH2:20][CH2:19][CH2:18][NH:17][CH2:16]2)[C:13]2=[C:14]3[C:9](=[CH:10][CH:11]=[CH:12]2)[CH:8]=[N:7][CH:6]=[C:5]3[CH2:4][CH2:3]1.Br[CH2:22][CH2:23][NH:24]C(=O)OC(C)(C)C, predict the reaction product. The product is: [NH2:24][CH2:23][CH2:22][N:17]1[CH2:18][CH2:19][CH2:20][CH:15]([N:2]2[C:13]3=[C:14]4[C:9](=[CH:10][CH:11]=[CH:12]3)[CH:8]=[N:7][CH:6]=[C:5]4[CH2:4][CH2:3]2)[CH2:16]1.[ClH:1]. (3) Given the reactants [NH2:1][C:2]1[N:10]=[CH:9][CH:8]=[CH:7][C:3]=1[C:4]([OH:6])=O.ON1C2C=CC=CC=2N=N1.CCN=C=NCCCN(C)C.[CH2:32]([C:34]1[CH:48]=[CH:47][C:37]([O:38][C:39]2[CH:40]=[C:41]([CH:44]=[CH:45][CH:46]=2)[CH2:42][NH2:43])=[CH:36][CH:35]=1)[CH3:33].C(=O)(O)[O-].[Na+], predict the reaction product. The product is: [CH2:32]([C:34]1[CH:48]=[CH:47][C:37]([O:38][C:39]2[CH:40]=[C:41]([CH2:42][NH:43][C:4](=[O:6])[C:3]3[CH:7]=[CH:8][CH:9]=[N:10][C:2]=3[NH2:1])[CH:44]=[CH:45][CH:46]=2)=[CH:36][CH:35]=1)[CH3:33]. (4) Given the reactants Cl[C:2]1[N:7]=[CH:6][N:5]=[C:4]([NH:8][C:9]2[CH:14]=[CH:13][C:12]([NH:15][C:16]3[CH:21]=[CH:20][CH:19]=[CH:18][CH:17]=3)=[CH:11][CH:10]=2)[CH:3]=1.[CH2:22]([CH2:24][NH2:25])[OH:23].CCN(C(C)C)C(C)C, predict the reaction product. The product is: [C:16]1([NH:15][C:12]2[CH:13]=[CH:14][C:9]([NH:8][C:4]3[N:5]=[CH:6][N:7]=[C:2]([NH:25][CH2:24][CH2:22][OH:23])[CH:3]=3)=[CH:10][CH:11]=2)[CH:21]=[CH:20][CH:19]=[CH:18][CH:17]=1. (5) Given the reactants [NH2:1][C:2]1[N:6]([CH3:7])[CH:5]=[N:4][C:3]=1[C:8]([NH:10][C:11]1[CH:16]=[CH:15][C:14]([Cl:17])=[CH:13][CH:12]=1)=[O:9].[F:18][C:19]([F:29])([F:28])[CH2:20][C:21]([CH3:27])([CH3:26])[CH2:22][C:23](O)=O, predict the reaction product. The product is: [Cl:17][C:14]1[CH:15]=[CH:16][C:11]([N:10]2[C:8](=[O:9])[C:3]3[N:4]=[CH:5][N:6]([CH3:7])[C:2]=3[N:1]=[C:23]2[CH2:22][C:21]([CH3:27])([CH3:26])[CH2:20][C:19]([F:29])([F:28])[F:18])=[CH:12][CH:13]=1. (6) The product is: [Cl:1][C:2]1[CH:23]=[C:22]([Cl:24])[CH:21]=[CH:20][C:3]=1[CH2:4][O:5][C:6]1[CH:11]=[C:10]([O:12][CH:13]([CH3:14])[CH3:15])[CH:9]=[CH:8][C:7]=1[CH2:16][CH2:17][CH2:18][O:19][C:26]1[CH:30]=[C:29]([CH2:31][CH2:32][C:33]([OH:35])=[O:34])[N:28]([CH2:38][CH:39]([CH3:41])[CH3:40])[N:27]=1. Given the reactants [Cl:1][C:2]1[CH:23]=[C:22]([Cl:24])[CH:21]=[CH:20][C:3]=1[CH2:4][O:5][C:6]1[CH:11]=[C:10]([O:12][CH:13]([CH3:15])[CH3:14])[CH:9]=[CH:8][C:7]=1[CH2:16][CH2:17][CH2:18][OH:19].O[C:26]1[CH:30]=[C:29]([CH2:31][CH2:32][C:33]([O:35]CC)=[O:34])[N:28]([CH2:38][CH:39]([CH3:41])[CH3:40])[N:27]=1.C(P(CCCC)CCCC)CCC.N(C(N1CCCCC1)=O)=NC(N1CCCCC1)=O.O1CCCC1CO.[OH-].[Na+].Cl, predict the reaction product. (7) Given the reactants [NH2:1][C:2](=[O:18])/[C:3](/[C:16]#[N:17])=[N:4]/OS(C1C=CC(C)=CC=1)(=O)=O.[C:19]([O:23][CH2:24][CH3:25])(=[O:22])[CH2:20][SH:21].N1CCOCC1, predict the reaction product. The product is: [NH2:17][C:16]1[C:3]([C:2](=[O:18])[NH2:1])=[N:4][S:21][C:20]=1[C:19]([O:23][CH2:24][CH3:25])=[O:22]. (8) Given the reactants [N:1]1([C:7]2[CH:15]=[C:14]3[C:10]([CH:11]=[N:12][NH:13]3)=[CH:9][CH:8]=2)[CH2:6][CH2:5][NH:4][CH2:3][CH2:2]1.C(N(CC)CC)C.[CH3:23][C:24]([O:27][C:28](O[C:28]([O:27][C:24]([CH3:26])([CH3:25])[CH3:23])=[O:29])=[O:29])([CH3:26])[CH3:25], predict the reaction product. The product is: [NH:13]1[C:14]2[C:10](=[CH:9][CH:8]=[C:7]([N:1]3[CH2:6][CH2:5][N:4]([C:28]([O:27][C:24]([CH3:26])([CH3:25])[CH3:23])=[O:29])[CH2:3][CH2:2]3)[CH:15]=2)[CH:11]=[N:12]1. (9) Given the reactants [NH2:1][C:2]1[S:3][CH:4]=[C:5]([C:7]2[CH:12]=[CH:11][C:10]([NH:13][C:14]([CH2:16][N:17]([C:27]3[CH:39]=[CH:38][C:30]([O:31][CH2:32][C:33]([O:35]CC)=[O:34])=[CH:29][CH:28]=3)[C:18](=[O:26])[C:19]3[CH:24]=[CH:23][C:22]([F:25])=[CH:21][CH:20]=3)=[O:15])=[CH:9][CH:8]=2)[N:6]=1.[OH-].[Na+:41], predict the reaction product. The product is: [NH2:1][C:2]1[S:3][CH:4]=[C:5]([C:7]2[CH:8]=[CH:9][C:10]([NH:13][C:14]([CH2:16][N:17]([C:27]3[CH:28]=[CH:29][C:30]([O:31][CH2:32][C:33]([O-:35])=[O:34])=[CH:38][CH:39]=3)[C:18](=[O:26])[C:19]3[CH:20]=[CH:21][C:22]([F:25])=[CH:23][CH:24]=3)=[O:15])=[CH:11][CH:12]=2)[N:6]=1.[Na+:41].